From a dataset of Reaction yield outcomes from USPTO patents with 853,638 reactions. Predict the reaction yield, written as a fraction of the theoretical maximum amount of product (1.0 means a 100% yield; for example, 0.34 means a 34% yield). The product is [F:23][C:24]1[CH:25]=[C:26]2[C:31](=[C:32]([F:44])[C:33]=1[C:34]1[N:39]=[C:38]([C:40]([NH:1][C:2]3[CH:3]=[N:4][CH:5]=[CH:6][C:7]=3[C@@H:8]3[CH2:13][C@H:12]([CH3:14])[CH2:11][C@H:10]([NH:15][C:16](=[O:22])[O:17][C:18]([CH3:21])([CH3:20])[CH3:19])[CH2:9]3)=[O:41])[CH:37]=[CH:36][C:35]=1[F:43])[O:30][CH2:29][CH2:28][C:27]2([OH:46])[CH3:45]. The reactants are [NH2:1][C:2]1[CH:3]=[N:4][CH:5]=[CH:6][C:7]=1[C@@H:8]1[CH2:13][C@H:12]([CH3:14])[CH2:11][C@H:10]([NH:15][C:16](=[O:22])[O:17][C:18]([CH3:21])([CH3:20])[CH3:19])[CH2:9]1.[F:23][C:24]1[CH:25]=[C:26]2[C:31](=[C:32]([F:44])[C:33]=1[C:34]1[N:39]=[C:38]([C:40](O)=[O:41])[CH:37]=[CH:36][C:35]=1[F:43])[O:30][CH2:29][CH2:28][C:27]2([OH:46])[CH3:45]. No catalyst specified. The yield is 1.00.